Dataset: Reaction yield outcomes from USPTO patents with 853,638 reactions. Task: Predict the reaction yield, written as a fraction of the theoretical maximum amount of product (1.0 means a 100% yield; for example, 0.34 means a 34% yield). (1) The reactants are [C:1]([O:9][C@H:10]1[CH2:14][C@@H:13]([OH:15])[CH2:12][C@@H:11]1[C:16]1[N:20]([CH3:21])[N:19]=[CH:18][CH:17]=1)(=[O:8])[C:2]1[CH:7]=[CH:6][CH:5]=[CH:4][CH:3]=1.CC(OI1(OC(C)=O)(OC(C)=O)OC(=O)C2C=CC=CC1=2)=O.C(=O)([O-])O.[Na+]. The catalyst is ClCCl. The product is [C:1]([O:9][C@H:10]1[CH2:14][C:13](=[O:15])[CH2:12][C@@H:11]1[C:16]1[N:20]([CH3:21])[N:19]=[CH:18][CH:17]=1)(=[O:8])[C:2]1[CH:3]=[CH:4][CH:5]=[CH:6][CH:7]=1. The yield is 0.690. (2) The reactants are [Cl:1][C:2]1[C:3]([C:14]2[CH2:19][CH2:18][CH:17]([C:20]([O:22][CH2:23][CH3:24])=[O:21])[CH2:16][CH:15]=2)=[N:4][C:5]2[C:10]([CH:11]=1)=[CH:9][C:8]([O:12][CH3:13])=[CH:7][CH:6]=2. The catalyst is CCO. The product is [Cl:1][C:2]1[C:3]([CH:14]2[CH2:15][CH2:16][CH:17]([C:20]([O:22][CH2:23][CH3:24])=[O:21])[CH2:18][CH2:19]2)=[N:4][C:5]2[C:10]([CH:11]=1)=[CH:9][C:8]([O:12][CH3:13])=[CH:7][CH:6]=2. The yield is 0.260. (3) The reactants are [Br-].[Br:2][C:3]1[CH:4]=[N+:5]([CH2:24][C:25]2[CH:26]=[C:27](C)[CH:28]=[CH:29][CH:30]=2)[CH:6]=[CH:7][C:8]=1[CH2:9][CH:10]1[CH2:18][C:17]2[C:12](=[CH:13][C:14]([O:21][CH3:22])=[C:15]([O:19][CH3:20])[CH:16]=2)[C:11]1=[O:23].[BH4-].[Na+].[CH3:34]O. The catalyst is C1COCC1. The product is [Br:2][C:3]1[CH2:4][N:5]([CH2:24][C:25]2[CH:30]=[CH:29][CH:28]=[CH:27][C:26]=2[CH3:34])[CH:6]=[CH:7][C:8]=1[CH2:9][CH:10]1[CH2:18][C:17]2[C:12](=[CH:13][C:14]([O:21][CH3:22])=[C:15]([O:19][CH3:20])[CH:16]=2)[C:11]1=[O:23]. The yield is 0.600. (4) The reactants are [CH2:1]([O:3][C:4]([C:6]1([NH:11][C:12]([CH:14]2[NH:18][CH2:17][CH:16]([O:19][C:20](=[O:30])[C:21]3[CH:26]=[CH:25][C:24]([N+:27]([O-:29])=[O:28])=[CH:23][CH:22]=3)[CH2:15]2)=[O:13])[CH2:8][CH:7]1[CH:9]=[CH2:10])=[O:5])[CH3:2].[C:31]([O-:34])(O)=O.[Na+].C(Cl)(Cl)=O.C1(C)C=CC=CC=1.[CH2:47]([NH:54][CH2:55][C:56]1[CH:61]=[CH:60][C:59]([O:62][CH3:63])=[CH:58][CH:57]=1)[CH2:48][CH2:49][CH2:50][CH:51]=[CH:52][CH3:53]. The catalyst is C1COCC1. The product is [CH2:1]([O:3][C:4]([C:6]1([NH:11][C:12]([CH:14]2[N:18]([C:31](=[O:34])[N:54]([CH2:47][CH2:48][CH2:49][CH2:50][CH2:51][CH:52]=[CH2:53])[CH2:55][C:56]3[CH:61]=[CH:60][C:59]([O:62][CH3:63])=[CH:58][CH:57]=3)[CH2:17][CH:16]([O:19][C:20](=[O:30])[C:21]3[CH:22]=[CH:23][C:24]([N+:27]([O-:29])=[O:28])=[CH:25][CH:26]=3)[CH2:15]2)=[O:13])[CH2:8][CH:7]1[CH:9]=[CH2:10])=[O:5])[CH3:2]. The yield is 0.900. (5) The reactants are [Cl:1][C:2]1[CH:3]=[C:4]2[O:8][C:7]([C:9]3[CH:13]=[CH:12][S:11][CH:10]=3)=[N:6][C:5]2=[C:14]([C:16]([OH:18])=O)[CH:15]=1.Cl.Cl.[NH2:21][CH:22]1[CH2:29][CH:28]2[N:30]([CH3:31])[CH:24]([CH2:25][CH2:26][CH2:27]2)[CH2:23]1.Cl.C(N=C=NCCCN(C)C)C.ON1C2C=CC=CC=2N=N1.C(N(CC)CC)C. The catalyst is CN(C=O)C.ClCCl. The product is [CH3:31][N:30]1[CH:24]2[CH2:25][CH2:26][CH2:27][CH:28]1[CH2:29][CH:22]([NH:21][C:16]([C:14]1[CH:15]=[C:2]([Cl:1])[CH:3]=[C:4]3[O:8][C:7]([C:9]4[CH:13]=[CH:12][S:11][CH:10]=4)=[N:6][C:5]=13)=[O:18])[CH2:23]2. The yield is 0.290. (6) The reactants are [Cl:1][C:2]1[N:7]=[C:6]2[N:8]([C:14]3[CH:19]=[CH:18][CH:17]=[C:16](I)[CH:15]=3)[N:9]=[C:10]([C:11]([NH2:13])=[O:12])[C:5]2=[CH:4][CH:3]=1.[C:21]([C@:23]1([OH:30])[CH2:27][CH2:26][N:25]([CH3:28])[C:24]1=[O:29])#[CH:22]. No catalyst specified. The product is [Cl:1][C:2]1[N:7]=[C:6]2[N:8]([C:14]3[CH:19]=[CH:18][CH:17]=[C:16]([C:22]#[C:21][C@:23]4([OH:30])[CH2:27][CH2:26][N:25]([CH3:28])[C:24]4=[O:29])[CH:15]=3)[N:9]=[C:10]([C:11]([NH2:13])=[O:12])[C:5]2=[CH:4][CH:3]=1. The yield is 0.160. (7) The reactants are Cl[C:2]1[N:7]=[C:6]([N:8]2[CH2:13][CH2:12][O:11][CH2:10][CH2:9]2)[N:5]=[C:4]([N:14]2[CH2:19][CH2:18][O:17][CH2:16][CH2:15]2)[N:3]=1.CC1(C)C(C)(C)OB([C:28]2[CH:34]=[CH:33][C:31]([NH2:32])=[CH:30][CH:29]=2)O1.C(=O)([O-])[O-].[Na+].[Na+]. The catalyst is COCCOC.C(OCC)(=O)C.[Pd].C1(P(C2C=CC=CC=2)C2C=CC=CC=2)C=CC=CC=1.C1(P(C2C=CC=CC=2)C2C=CC=CC=2)C=CC=CC=1.C1(P(C2C=CC=CC=2)C2C=CC=CC=2)C=CC=CC=1.C1(P(C2C=CC=CC=2)C2C=CC=CC=2)C=CC=CC=1. The product is [O:17]1[CH2:18][CH2:19][N:14]([C:4]2[N:5]=[C:6]([N:8]3[CH2:13][CH2:12][O:11][CH2:10][CH2:9]3)[N:7]=[C:2]([C:28]3[CH:34]=[CH:33][C:31]([NH2:32])=[CH:30][CH:29]=3)[N:3]=2)[CH2:15][CH2:16]1. The yield is 0.400. (8) The reactants are Br[C:2]1[CH:7]=[CH:6][C:5]([Br:8])=[CH:4][CH:3]=1.[NH:9]1[CH2:14][CH2:13][O:12][CH2:11][C:10]1=[O:15].P([O-])([O-])([O-])=O.[K+].[K+].[K+].CNCCNC. The catalyst is O1CCOCC1.[Cu]I. The product is [Br:8][C:5]1[CH:6]=[CH:7][C:2]([N:9]2[CH2:14][CH2:13][O:12][CH2:11][C:10]2=[O:15])=[CH:3][CH:4]=1. The yield is 0.676.